Predict the reactants needed to synthesize the given product. From a dataset of Full USPTO retrosynthesis dataset with 1.9M reactions from patents (1976-2016). (1) Given the product [OH:23][C:14]1[CH:15]=[CH:16][C:17]([S:19]([CH3:22])(=[O:21])=[O:20])=[CH:18][C:13]=1[N:12]1[C:1](=[O:11])[C:2]2[C:3](=[CH:7][CH:8]=[CH:9][CH:10]=2)[C:4]1=[O:6], predict the reactants needed to synthesize it. The reactants are: [C:1]1(=[O:11])[O:6][C:4](=O)[C:3]2=[CH:7][CH:8]=[CH:9][CH:10]=[C:2]12.[NH2:12][C:13]1[CH:18]=[C:17]([S:19]([CH3:22])(=[O:21])=[O:20])[CH:16]=[CH:15][C:14]=1[OH:23].O. (2) Given the product [CH3:13][O:12][C:10]1[CH:9]=[N:8][C:7]2[N:14]([C:15]([O:16][CH2:17][C:18]3[CH:23]=[CH:22][CH:21]=[CH:20][CH:19]=3)=[O:24])[CH2:2][C:3](=[O:4])[NH:5][C:6]=2[CH:11]=1, predict the reactants needed to synthesize it. The reactants are: Cl[CH2:2][C:3]([NH:5][C:6]1[C:7]([NH:14][C:15](=[O:24])[O:16][CH2:17][C:18]2[CH:23]=[CH:22][CH:21]=[CH:20][CH:19]=2)=[N:8][CH:9]=[C:10]([O:12][CH3:13])[CH:11]=1)=[O:4].C(=O)([O-])[O-].[Cs+].[Cs+].